Dataset: Reaction yield outcomes from USPTO patents with 853,638 reactions. Task: Predict the reaction yield, written as a fraction of the theoretical maximum amount of product (1.0 means a 100% yield; for example, 0.34 means a 34% yield). (1) The reactants are C(=O)([O-])[O-].[K+].[K+].[I-].[Na+].[OH:9][C:10]1[CH:11]=[C:12]([CH:15]=[CH:16][C:17]=1[OH:18])[CH:13]=[O:14].[CH2:19](Br)[CH2:20][CH2:21][CH3:22]. The catalyst is CC(=O)CC.O. The product is [OH:9][C:10]1[CH:11]=[C:12]([CH:15]=[CH:16][C:17]=1[O:18][CH2:19][CH2:20][CH2:21][CH3:22])[CH:13]=[O:14]. The yield is 0.710. (2) The reactants are Br[C:2]1[CH:7]=[C:6]([Cl:8])[CH:5]=[CH:4][C:3]=1[NH:9][C:10](=[O:12])[CH3:11].[CH2:13]([Sn](CCCC)(CCCC)C=C)[CH2:14]CC. The catalyst is C1(C)C=CC=CC=1.Cl[Pd](Cl)([P](C1C=CC=CC=1)(C1C=CC=CC=1)C1C=CC=CC=1)[P](C1C=CC=CC=1)(C1C=CC=CC=1)C1C=CC=CC=1. The product is [Cl:8][C:6]1[CH:5]=[CH:4][C:3]([NH:9][C:10](=[O:12])[CH3:11])=[C:2]([CH:13]=[CH2:14])[CH:7]=1. The yield is 0.640. (3) The reactants are [CH3:1][N:2]1[CH:6]=[CH:5][CH:4]=[N:3]1.C([Li])CCC.CCCCCC.C(OCC)C.I[C:24]1[CH:29]=[C:28]([N+:30]([O-:32])=[O:31])[CH:27]=[CH:26][C:25]=1[O:33][CH3:34]. The catalyst is C1COCC1.[Cl-].[Zn+2].[Cl-].C1C=CC([P]([Pd]([P](C2C=CC=CC=2)(C2C=CC=CC=2)C2C=CC=CC=2)([P](C2C=CC=CC=2)(C2C=CC=CC=2)C2C=CC=CC=2)[P](C2C=CC=CC=2)(C2C=CC=CC=2)C2C=CC=CC=2)(C2C=CC=CC=2)C2C=CC=CC=2)=CC=1. The product is [CH3:34][O:33][C:25]1[CH:26]=[CH:27][C:28]([N+:30]([O-:32])=[O:31])=[CH:29][C:24]=1[C:6]1[N:2]([CH3:1])[N:3]=[CH:4][CH:5]=1. The yield is 0.590. (4) The reactants are Br[C:2]1[CH:7]=[CH:6][C:5]([S:8]([NH:11][CH:12]2[CH2:15][CH2:14][CH2:13]2)(=[O:10])=[O:9])=[CH:4][C:3]=1[F:16].[C:17]([C:19]1[N:23]([CH3:24])[C:22](B(O)O)=[CH:21][CH:20]=1)#[N:18].[F-].[K+].C(P(C(C)(C)C)C(C)(C)C)(C)(C)C. The catalyst is C1C=CC(/C=C/C(/C=C/C2C=CC=CC=2)=O)=CC=1.C1C=CC(/C=C/C(/C=C/C2C=CC=CC=2)=O)=CC=1.C1C=CC(/C=C/C(/C=C/C2C=CC=CC=2)=O)=CC=1.[Pd].[Pd]. The product is [C:17]([C:19]1[N:23]([CH3:24])[C:22]([C:2]2[CH:7]=[CH:6][C:5]([S:8]([NH:11][CH:12]3[CH2:15][CH2:14][CH2:13]3)(=[O:10])=[O:9])=[CH:4][C:3]=2[F:16])=[CH:21][CH:20]=1)#[N:18]. The yield is 0.140. (5) The reactants are Br[C:2]1[CH:7]=[CH:6][C:5]([N:8]2[C:12]([CH3:13])=[CH:11][CH:10]=[C:9]2[C:14]2[CH:19]=[CH:18][C:17]([S:20]([CH3:23])(=[O:22])=[O:21])=[C:16]([F:24])[CH:15]=2)=[CH:4][CH:3]=1.C([Sn](CCCC)(CCCC)[C:30]1[N:31]=[CH:32][S:33][CH:34]=1)CCC.[Cl-]. The catalyst is O1CCOCC1.C1C=CC([P]([Pd]([P](C2C=CC=CC=2)(C2C=CC=CC=2)C2C=CC=CC=2)([P](C2C=CC=CC=2)(C2C=CC=CC=2)C2C=CC=CC=2)[P](C2C=CC=CC=2)(C2C=CC=CC=2)C2C=CC=CC=2)(C2C=CC=CC=2)C2C=CC=CC=2)=CC=1. The product is [F:24][C:16]1[CH:15]=[C:14]([C:9]2[N:8]([C:5]3[CH:6]=[CH:7][C:2]([C:30]4[N:31]=[CH:32][S:33][CH:34]=4)=[CH:3][CH:4]=3)[C:12]([CH3:13])=[CH:11][CH:10]=2)[CH:19]=[CH:18][C:17]=1[S:20]([CH3:23])(=[O:22])=[O:21]. The yield is 0.688. (6) The reactants are [OH:1][C:2]1([CH:13]([N+:15]([O-:17])=[O:16])[CH3:14])[CH2:5][N:4](C(OC(C)(C)C)=O)[CH2:3]1.[ClH:18]. The catalyst is CO.O1CCOCC1. The product is [ClH:18].[N+:15]([CH:13]([C:2]1([OH:1])[CH2:5][NH:4][CH2:3]1)[CH3:14])([O-:17])=[O:16]. The yield is 0.960. (7) The catalyst is CO. The yield is 0.360. The product is [C:1]([O:5][C:6](=[O:37])[C:7]([NH2:23])([CH3:22])[CH2:8][C@@H:9]1[CH2:13][CH2:12][C@@H:11]([NH:14][C:15]([O:17][C:18]([CH3:21])([CH3:20])[CH3:19])=[O:16])[CH2:10]1)([CH3:2])([CH3:4])[CH3:3]. The reactants are [C:1]([O:5][C:6](=[O:37])[C:7]([N:23]=C(C1C=CC=CC=1)C1C=CC=CC=1)([CH3:22])[CH2:8][C@@H:9]1[CH2:13][CH2:12][C@@H:11]([NH:14][C:15]([O:17][C:18]([CH3:21])([CH3:20])[CH3:19])=[O:16])[CH2:10]1)([CH3:4])([CH3:3])[CH3:2].[H][H]. (8) The reactants are Cl[C:2]1[C:11]2[C:6](=[CH:7][C:8]([O:16][CH3:17])=[C:9]([C:12]([O:14][CH3:15])=[O:13])[CH:10]=2)[N:5]=[CH:4][CH:3]=1.[OH:18][C:19]1[CH:20]=[C:21]2[C:25](=[CH:26][CH:27]=1)[NH:24][CH:23]=[CH:22]2.C(N(C(C)C)CC)(C)C. The catalyst is CN1CCCC1=O. The product is [CH3:15][O:14][C:12]([C:9]1[CH:10]=[C:11]2[C:6](=[CH:7][C:8]=1[O:16][CH3:17])[N:5]=[CH:4][CH:3]=[C:2]2[O:18][C:19]1[CH:20]=[C:21]2[C:25](=[CH:26][CH:27]=1)[NH:24][CH:23]=[CH:22]2)=[O:13]. The yield is 0.298. (9) The reactants are [Br:1][C:2]1[N:3]=[C:4]([CH:12]2[CH2:20][CH2:19][CH:18]3[N:14]([C:15](=[O:23])[CH2:16][C:17]3([CH3:22])[CH3:21])[CH2:13]2)[N:5]2[CH:10]=[CH:9][N:8]=[C:7](Cl)[C:6]=12.[NH3:24].O. The catalyst is CC(O)C. The product is [NH2:24][C:7]1[C:6]2[N:5]([C:4]([CH:12]3[CH2:20][CH2:19][CH:18]4[N:14]([C:15](=[O:23])[CH2:16][C:17]4([CH3:22])[CH3:21])[CH2:13]3)=[N:3][C:2]=2[Br:1])[CH:10]=[CH:9][N:8]=1. The yield is 0.990. (10) The yield is 0.510. The product is [CH2:9]([O:12][C:6]1[CH:7]=[C:2]([Cl:1])[N:3]=[CH:4][N:5]=1)[CH:10]=[CH2:11]. The catalyst is O1CCOCC1. The reactants are [Cl:1][C:2]1[CH:7]=[C:6](Cl)[N:5]=[CH:4][N:3]=1.[CH2:9]([OH:12])[CH:10]=[CH2:11].C(=O)([O-])[O-].[Cs+].[Cs+].